Dataset: Forward reaction prediction with 1.9M reactions from USPTO patents (1976-2016). Task: Predict the product of the given reaction. (1) Given the reactants [Cl:1][C:2]1[C:23]([F:24])=[CH:22][CH:21]=[C:20]([F:25])[C:3]=1[CH2:4][N:5]1[CH2:10][CH2:9][NH:8][C:7]2[N:11]=[CH:12][C:13]([C:15]3[CH:16]=[N:17][NH:18][CH:19]=3)=[CH:14][C:6]1=2.C(=O)([O-])[O-].[Cs+].[Cs+].Cl.[CH3:33][N:34]([CH3:38])[CH2:35][CH2:36]Cl, predict the reaction product. The product is: [Cl:1][C:2]1[C:23]([F:24])=[CH:22][CH:21]=[C:20]([F:25])[C:3]=1[CH2:4][N:5]1[CH2:10][CH2:9][NH:8][C:7]2[N:11]=[CH:12][C:13]([C:15]3[CH:19]=[N:18][N:17]([CH2:36][CH2:35][N:34]([CH3:38])[CH3:33])[CH:16]=3)=[CH:14][C:6]1=2. (2) Given the reactants [Cl:1][C:2]1[N:7]=[C:6]([CH3:8])[C:5]([NH2:9])=[CH:4][CH:3]=1.C(N(CC)CC)C.[C:17](OC(=O)C)(=[O:19])[CH3:18], predict the reaction product. The product is: [Cl:1][C:2]1[N:7]=[C:6]([CH3:8])[C:5]([NH:9][C:17](=[O:19])[CH3:18])=[CH:4][CH:3]=1.